From a dataset of Reaction yield outcomes from USPTO patents with 853,638 reactions. Predict the reaction yield, written as a fraction of the theoretical maximum amount of product (1.0 means a 100% yield; for example, 0.34 means a 34% yield). The reactants are F[C:2]1[CH:3]=[C:4]([C:8]2[CH:9]=[C:10]([NH2:13])[NH:11][N:12]=2)[CH:5]=[CH:6][CH:7]=1.C([O:16][C:17](=O)[CH:18]([O:25][CH3:26])[C:19](=[O:24])[C:20]([F:23])([F:22])[F:21])C. The catalyst is C(O)(=O)C. The product is [OH:24][C:19]1([C:20]([F:21])([F:22])[F:23])[CH:18]([O:25][CH3:26])[C:17](=[O:16])[NH:13][C:10]2[NH:11][N:12]=[C:8]([C:4]3[CH:5]=[CH:6][CH:7]=[CH:2][CH:3]=3)[C:9]1=2. The yield is 0.460.